This data is from Reaction yield outcomes from USPTO patents with 853,638 reactions. The task is: Predict the reaction yield, written as a fraction of the theoretical maximum amount of product (1.0 means a 100% yield; for example, 0.34 means a 34% yield). (1) The reactants are [CH2:1]([O:4][C:5](=[O:16])[CH2:6][C:7]1[CH:12]=[CH:11][C:10]([OH:13])=[C:9]([O:14][CH3:15])[CH:8]=1)[CH2:2][CH3:3].C([O-])([O-])=O.[K+].[K+].Cl[CH2:24][C:25]([N:27]([CH2:30][CH3:31])[CH2:28][CH3:29])=[O:26]. The catalyst is CC(C)=O. The product is [CH2:1]([O:4][C:5](=[O:16])[CH2:6][C:7]1[CH:12]=[CH:11][C:10]([O:13][CH2:24][C:25](=[O:26])[N:27]([CH2:30][CH3:31])[CH2:28][CH3:29])=[C:9]([O:14][CH3:15])[CH:8]=1)[CH2:2][CH3:3]. The yield is 0.950. (2) The reactants are [Cl:1][C:2]1[CH:7]=[C:6]([NH2:8])[CH:5]=[C:4]([Cl:9])[N:3]=1.CC(C)([O-])C.[Na+].C(P(C(C)(C)C)C1C=CC=CC=1C1C(C(C)C)=CC(C(C)C)=CC=1C(C)C)(C)(C)C.Br[C:47]1[N:51]=[CH:50][N:49]([CH2:52][C:53]2[CH:58]=[CH:57][C:56]([O:59][CH3:60])=[CH:55][CH:54]=2)[N:48]=1. The catalyst is C1(C)C=CC=CC=1.C1C=CC(/C=C/C(/C=C/C2C=CC=CC=2)=O)=CC=1.C1C=CC(/C=C/C(/C=C/C2C=CC=CC=2)=O)=CC=1.C1C=CC(/C=C/C(/C=C/C2C=CC=CC=2)=O)=CC=1.[Pd].[Pd]. The product is [Cl:1][C:2]1[CH:7]=[C:6]([NH:8][C:47]2[N:51]=[CH:50][N:49]([CH2:52][C:53]3[CH:58]=[CH:57][C:56]([O:59][CH3:60])=[CH:55][CH:54]=3)[N:48]=2)[CH:5]=[C:4]([Cl:9])[N:3]=1. The yield is 0.720. (3) The reactants are F[C:2]1[CH:7]=[CH:6][C:5]([N+:8]([O-])=O)=[C:4]([O:11][CH3:12])[CH:3]=1.[OH:13][CH:14]1[CH2:19][CH2:18][NH:17][CH2:16][CH2:15]1.C(=O)([O-])[O-].[K+].[K+]. The catalyst is CS(C)=O.O. The product is [NH2:8][C:5]1[CH:6]=[CH:7][C:2]([N:17]2[CH2:18][CH2:19][CH:14]([OH:13])[CH2:15][CH2:16]2)=[CH:3][C:4]=1[O:11][CH3:12]. The yield is 0.630. (4) The reactants are C1(C(=[N:14][CH:15]([C@H:21]([CH3:29])[CH2:22][CH:23]([CH3:28])[CH2:24][CH2:25][CH:26]=[CH2:27])[C:16]([O:18][CH2:19][CH3:20])=[O:17])C2C=CC=CC=2)C=CC=CC=1.[ClH:30]. The catalyst is C(OCC)C. The product is [ClH:30].[NH2:14][CH:15]([C@H:21]([CH3:29])[CH2:22][CH:23]([CH3:28])[CH2:24][CH2:25][CH:26]=[CH2:27])[C:16]([O:18][CH2:19][CH3:20])=[O:17]. The yield is 0.300.